This data is from Forward reaction prediction with 1.9M reactions from USPTO patents (1976-2016). The task is: Predict the product of the given reaction. (1) Given the reactants [CH:1]1([N:5]2[CH2:10][CH2:9][C:8]3([CH2:15][CH2:14][N:13]([C:16]4[CH:21]=[N:20][CH:19]=[CH:18][N:17]=4)[CH2:12][CH2:11]3)[CH2:7][CH2:6]2)[CH2:4][CH2:3][CH2:2]1.C([O-])(O)=O.[Na+].C1C(=O)N([Br:34])C(=O)C1.O, predict the reaction product. The product is: [Br:34][C:19]1[N:20]=[CH:21][C:16]([N:13]2[CH2:14][CH2:15][C:8]3([CH2:9][CH2:10][N:5]([CH:1]4[CH2:2][CH2:3][CH2:4]4)[CH2:6][CH2:7]3)[CH2:11][CH2:12]2)=[N:17][CH:18]=1. (2) The product is: [CH3:1][N:2]([CH3:21])[CH2:3][CH2:4][N:5]1[C:14]2[C:9](=[CH:10][C:11]([I:16])=[C:12]([NH:26][CH2:25][CH2:24][N:23]([CH3:27])[CH3:22])[CH:13]=2)[C:8](=[O:17])[C:7]([C:18]([OH:20])=[O:19])=[CH:6]1. Given the reactants [CH3:1][N:2]([CH3:21])[CH2:3][CH2:4][N:5]1[C:14]2[C:9](=[CH:10][C:11]([I:16])=[C:12](F)[CH:13]=2)[C:8](=[O:17])[C:7]([C:18]([OH:20])=[O:19])=[CH:6]1.[CH3:22][N:23]([CH3:27])[CH2:24][CH2:25][NH2:26].C(=O)([O-])[O-].[K+].[K+].Cl, predict the reaction product. (3) Given the reactants [N:1]1[CH:6]=[CH:5][N:4]=[CH:3][C:2]=1[C:7]#[N:8].[Cl:9][C:10]1[CH:15]=[CH:14][C:13]([Mg]Br)=[CH:12][CH:11]=1.[BH4-].[Na+].CC(O)(C)C, predict the reaction product. The product is: [Cl:9][C:10]1[CH:15]=[CH:14][C:13]([CH:7]([C:2]2[CH:3]=[N:4][CH:5]=[CH:6][N:1]=2)[NH2:8])=[CH:12][CH:11]=1. (4) Given the reactants [CH3:1][N:2]1[CH:6]=[CH:5][C:4]([C:7]([OH:9])=O)=[N:3]1.CN(C)C=O.C(Cl)(=O)C(Cl)=O.[NH2:21][C:22]1[CH:23]=[C:24]([CH:41]=[CH:42][C:43]=1[F:44])[O:25][C:26]1[CH:27]=[CH:28][C:29]2[N:30]([CH:32]=[C:33]([NH:35][C:36]([CH:38]3[CH2:40][CH2:39]3)=[O:37])[N:34]=2)[N:31]=1.C(=O)([O-])O.[Na+], predict the reaction product. The product is: [CH:38]1([C:36]([NH:35][C:33]2[N:34]=[C:29]3[CH:28]=[CH:27][C:26]([O:25][C:24]4[CH:41]=[CH:42][C:43]([F:44])=[C:22]([NH:21][C:7]([C:4]5[CH:5]=[CH:6][N:2]([CH3:1])[N:3]=5)=[O:9])[CH:23]=4)=[N:31][N:30]3[CH:32]=2)=[O:37])[CH2:39][CH2:40]1. (5) Given the reactants [NH2:1][C@@H:2]1[C:11]2[C:6](=[CH:7][CH:8]=[CH:9][CH:10]=2)[C@H:5]([OH:12])[CH2:4][CH2:3]1.[H-].[Na+].F[C:16]1[CH:17]=[CH:18][C:19]2[N:20]([C:22]([N:25]([CH3:27])[CH3:26])=[N:23][N:24]=2)[CH:21]=1.N, predict the reaction product. The product is: [NH2:1][C@@H:2]1[C:11]2[C:6](=[CH:7][CH:8]=[CH:9][CH:10]=2)[C@H:5]([O:12][C:16]2[CH:17]=[CH:18][C:19]3[N:20]([C:22]([N:25]([CH3:27])[CH3:26])=[N:23][N:24]=3)[CH:21]=2)[CH2:4][CH2:3]1. (6) Given the reactants [NH:1]1[CH2:12][CH2:11][NH:10][CH2:9][CH2:8][NH:7][CH2:6][CH2:5][NH:4][CH2:3][CH2:2]1.Br[C:14]1[CH:15]=[C:16]([C:21]#[N:22])[C:17](C)=[CH:18][CH:19]=1.[CH2:23](Cl)Cl.[C:26](#N)[CH3:27], predict the reaction product. The product is: [N:4]1([CH2:23][C:19]2[CH:14]=[CH:15][C:16]([C:21]#[N:22])=[CH:17][CH:18]=2)[CH2:3][CH2:2][CH2:27][CH2:26][NH:1][CH2:12][CH2:11][NH:10][CH2:9][CH2:8][NH:7][CH2:6][CH2:5]1.